This data is from NCI-60 drug combinations with 297,098 pairs across 59 cell lines. The task is: Regression. Given two drug SMILES strings and cell line genomic features, predict the synergy score measuring deviation from expected non-interaction effect. (1) Drug 2: COCCOC1=C(C=C2C(=C1)C(=NC=N2)NC3=CC=CC(=C3)C#C)OCCOC.Cl. Cell line: TK-10. Drug 1: CC1=CC=C(C=C1)C2=CC(=NN2C3=CC=C(C=C3)S(=O)(=O)N)C(F)(F)F. Synergy scores: CSS=22.9, Synergy_ZIP=-2.31, Synergy_Bliss=0.332, Synergy_Loewe=-15.4, Synergy_HSA=-0.186. (2) Drug 1: COC1=C(C=C2C(=C1)N=CN=C2NC3=CC(=C(C=C3)F)Cl)OCCCN4CCOCC4. Drug 2: C1C(C(OC1N2C=C(C(=O)NC2=O)F)CO)O. Cell line: SN12C. Synergy scores: CSS=43.1, Synergy_ZIP=-4.24, Synergy_Bliss=-0.361, Synergy_Loewe=2.25, Synergy_HSA=4.17. (3) Drug 1: COC1=CC(=CC(=C1O)OC)C2C3C(COC3=O)C(C4=CC5=C(C=C24)OCO5)OC6C(C(C7C(O6)COC(O7)C8=CC=CS8)O)O. Drug 2: CN(CC1=CN=C2C(=N1)C(=NC(=N2)N)N)C3=CC=C(C=C3)C(=O)NC(CCC(=O)O)C(=O)O. Cell line: DU-145. Synergy scores: CSS=34.4, Synergy_ZIP=-9.10, Synergy_Bliss=-8.96, Synergy_Loewe=-8.88, Synergy_HSA=-5.30. (4) Drug 1: CCC(=C(C1=CC=CC=C1)C2=CC=C(C=C2)OCCN(C)C)C3=CC=CC=C3.C(C(=O)O)C(CC(=O)O)(C(=O)O)O. Drug 2: C1=NC2=C(N1)C(=S)N=CN2. Cell line: OVCAR-8. Synergy scores: CSS=31.1, Synergy_ZIP=-10.3, Synergy_Bliss=-2.22, Synergy_Loewe=-24.8, Synergy_HSA=-0.944. (5) Drug 1: CN(CCCl)CCCl.Cl. Drug 2: CC(C)NC(=O)C1=CC=C(C=C1)CNNC.Cl. Cell line: K-562. Synergy scores: CSS=17.1, Synergy_ZIP=-6.48, Synergy_Bliss=-1.49, Synergy_Loewe=-12.6, Synergy_HSA=-3.71. (6) Drug 1: C1=CC(=CC=C1C#N)C(C2=CC=C(C=C2)C#N)N3C=NC=N3. Drug 2: C1CCC(C(C1)N)N.C(=O)(C(=O)[O-])[O-].[Pt+4]. Cell line: UO-31. Synergy scores: CSS=10.3, Synergy_ZIP=-5.44, Synergy_Bliss=-0.955, Synergy_Loewe=-0.160, Synergy_HSA=-0.147. (7) Drug 1: C1=CN(C=N1)CC(O)(P(=O)(O)O)P(=O)(O)O. Drug 2: N.N.Cl[Pt+2]Cl. Cell line: HCT-15. Synergy scores: CSS=39.4, Synergy_ZIP=-3.53, Synergy_Bliss=-2.38, Synergy_Loewe=-0.672, Synergy_HSA=0.0146. (8) Drug 1: C1=NNC2=C1C(=O)NC=N2. Drug 2: C1C(C(OC1N2C=NC(=NC2=O)N)CO)O. Cell line: RPMI-8226. Synergy scores: CSS=31.1, Synergy_ZIP=-2.32, Synergy_Bliss=-1.69, Synergy_Loewe=-30.6, Synergy_HSA=1.29. (9) Cell line: SK-MEL-5. Drug 1: CC1=CC2C(CCC3(C2CCC3(C(=O)C)OC(=O)C)C)C4(C1=CC(=O)CC4)C. Drug 2: COC1=C2C(=CC3=C1OC=C3)C=CC(=O)O2. Synergy scores: CSS=-10.4, Synergy_ZIP=4.28, Synergy_Bliss=-4.29, Synergy_Loewe=-11.7, Synergy_HSA=-14.1. (10) Drug 1: C1=NC2=C(N=C(N=C2N1C3C(C(C(O3)CO)O)F)Cl)N. Drug 2: COCCOC1=C(C=C2C(=C1)C(=NC=N2)NC3=CC=CC(=C3)C#C)OCCOC.Cl. Cell line: NCI-H226. Synergy scores: CSS=1.99, Synergy_ZIP=-0.249, Synergy_Bliss=0.698, Synergy_Loewe=-2.95, Synergy_HSA=-2.67.